Dataset: Full USPTO retrosynthesis dataset with 1.9M reactions from patents (1976-2016). Task: Predict the reactants needed to synthesize the given product. (1) The reactants are: [C:1]([O:5][C:6](=[O:22])[NH:7][C:8]1[CH:13]=[C:12]([N:14]([CH2:16][CH:17]([CH3:19])[CH3:18])[CH3:15])[C:11]([Cl:20])=[CH:10][C:9]=1[NH2:21])([CH3:4])([CH3:3])[CH3:2].C([O:27][C:28](=O)[CH2:29][C:30]([C:32]1[CH:37]=[CH:36][CH:35]=[C:34]([C:38]2[O:42][N:41]=[C:40]([CH3:43])[CH:39]=2)[CH:33]=1)=[O:31])(C)(C)C. Given the product [C:1]([O:5][C:6](=[O:22])[NH:7][C:8]1[CH:13]=[C:12]([N:14]([CH2:16][CH:17]([CH3:18])[CH3:19])[CH3:15])[C:11]([Cl:20])=[CH:10][C:9]=1[NH:21][C:28](=[O:27])[CH2:29][C:30]([C:32]1[CH:37]=[CH:36][CH:35]=[C:34]([C:38]2[O:42][N:41]=[C:40]([CH3:43])[CH:39]=2)[CH:33]=1)=[O:31])([CH3:3])([CH3:2])[CH3:4], predict the reactants needed to synthesize it. (2) Given the product [NH2:1][C:2]([C:28]1[NH:32][C:31]2[CH:33]=[CH:34][C:35]([C:37]#[N:38])=[CH:36][C:30]=2[N:29]=1)([C:4]1[C:12]([S:13]([CH3:16])(=[O:15])=[O:14])=[CH:11][C:10]([CH3:17])=[C:9]2[C:5]=1[CH:6]=[CH:7][NH:8]2)[CH3:3], predict the reactants needed to synthesize it. The reactants are: [NH2:1][C:2]([C:28]1[NH:32][C:31]2[CH:33]=[CH:34][C:35]([C:37]#[N:38])=[CH:36][C:30]=2[N:29]=1)([C:4]1[C:12]([S:13]([CH3:16])(=[O:15])=[O:14])=[CH:11][C:10]([CH3:17])=[C:9]2[C:5]=1[CH:6]=[CH:7][N:8]2S(C1C=CC(C)=CC=1)(=O)=O)[CH3:3].[O-]CC.[Na+]. (3) Given the product [OH:1][C:2]1[N:7]=[C:6]([CH2:8][C:9]2[CH:14]=[CH:13][CH:12]=[CH:11][CH:10]=2)[N:5]([CH2:15][CH2:16][CH2:17][O:18][CH:19]([CH3:20])[CH3:21])[C:4](=[O:22])[C:3]=1[C:32]([NH:40][CH2:42][C:43]([OH:45])=[O:44])=[O:52], predict the reactants needed to synthesize it. The reactants are: [OH:1][C:2]1[N:7]=[C:6]([CH2:8][C:9]2[CH:14]=[CH:13][CH:12]=[CH:11][CH:10]=2)[N:5]([CH2:15][CH2:16][CH2:17][O:18][CH:19]([CH3:21])[CH3:20])[C:4](=[O:22])[CH:3]=1.Cl.CC(OCCCN[C:32](=[NH:40])CC1C=CC=CC=1)C.C(OCC)(=O)[CH2:42][C:43]([O:45]CC)=[O:44].[O-:52]CC.[Na+].Cl. (4) Given the product [F:15][C:12]([F:13])([F:14])[C:11]([C:9]1[C:8]([C:17]([F:20])([F:18])[F:19])=[N:7][N:6]([CH2:5][C:4]2[CH:21]=[CH:22][C:23]([NH2:24])=[C:2]([CH3:1])[CH:3]=2)[CH:10]=1)=[O:16], predict the reactants needed to synthesize it. The reactants are: [CH3:1][C:2]1[CH:3]=[C:4]([CH:21]=[CH:22][C:23]=1[N+:24]([O-])=O)[CH2:5][N:6]1[CH:10]=[C:9]([C:11](=[O:16])[C:12]([F:15])([F:14])[F:13])[C:8]([C:17]([F:20])([F:19])[F:18])=[N:7]1.C([O-])(=O)C.[NH4+].CC(C)=O. (5) Given the product [N:1]1[CH:6]=[CH:5][CH:4]=[C:3]([C:7]2[CH:11]=[C:10]([C:12]([Cl:18])=[O:14])[O:9][N:8]=2)[CH:2]=1, predict the reactants needed to synthesize it. The reactants are: [N:1]1[CH:6]=[CH:5][CH:4]=[C:3]([C:7]2[CH:11]=[C:10]([C:12]([OH:14])=O)[O:9][N:8]=2)[CH:2]=1.C(Cl)(=O)C([Cl:18])=O. (6) Given the product [CH:23]1([NH:26][C:27]([C:29]2[S:42][C:32]3=[N:33][C:34]([O:1][CH2:2][CH2:3][O:4][CH2:5][CH2:6][N:7]4[CH2:12][CH2:11][NH:10][CH2:9][CH2:8]4)=[C:35]([Cl:38])[C:36]([CH3:37])=[C:31]3[C:30]=2[NH2:43])=[O:28])[CH2:25][CH2:24]1, predict the reactants needed to synthesize it. The reactants are: [OH:1][CH2:2][CH2:3][O:4][CH2:5][CH2:6][N:7]1[CH2:12][CH2:11][NH:10][CH2:9][CH2:8]1.C[Si]([N-][Si](C)(C)C)(C)C.[Li+].[CH:23]1([NH:26][C:27]([C:29]2[S:42][C:32]3=[N:33][C:34](S(C)=O)=[C:35]([Cl:38])[C:36]([CH3:37])=[C:31]3[C:30]=2[NH2:43])=[O:28])[CH2:25][CH2:24]1. (7) The reactants are: [N:1]1[CH:6]=[CH:5][CH:4]=[C:3]([CH2:7][NH:8][C:9]([C:11]2[CH:38]=[CH:37][C:14]3[N:15]([C:18]4[CH:23]=[CH:22][C:21]([O:24][CH2:25][C:26]5[CH:31]=[CH:30][C:29]([O:32][C:33]([F:36])([F:35])[F:34])=[CH:28][CH:27]=5)=[CH:20][CH:19]=4)[CH:16]=[N:17][C:13]=3[CH:12]=2)=[O:10])[CH:2]=1.ClC1C=C(C=CC=1)C(OO)=[O:44]. Given the product [O-:44][N+:1]1[CH:6]=[CH:5][CH:4]=[C:3]([CH2:7][NH:8][C:9]([C:11]2[CH:38]=[CH:37][C:14]3[N:15]([C:18]4[CH:23]=[CH:22][C:21]([O:24][CH2:25][C:26]5[CH:31]=[CH:30][C:29]([O:32][C:33]([F:36])([F:34])[F:35])=[CH:28][CH:27]=5)=[CH:20][CH:19]=4)[CH:16]=[N:17][C:13]=3[CH:12]=2)=[O:10])[CH:2]=1, predict the reactants needed to synthesize it.